From a dataset of Full USPTO retrosynthesis dataset with 1.9M reactions from patents (1976-2016). Predict the reactants needed to synthesize the given product. (1) The reactants are: C(O[C:4]([C:6]1[N:11]=[CH:10][C:9]2[C:12]([C:15]3[CH2:20][CH2:19][CH2:18][CH2:17][CH:16]=3)=[N:13][O:14][C:8]=2[C:7]=1[OH:21])=[O:5])C.[NH2:22][CH2:23][C:24]([OH:26])=[O:25].[O-]CC.[Na+].Cl. Given the product [C:15]1([C:12]2[C:9]3[CH:10]=[N:11][C:6]([C:4]([NH:22][CH2:23][C:24]([OH:26])=[O:25])=[O:5])=[C:7]([OH:21])[C:8]=3[O:14][N:13]=2)[CH2:20][CH2:19][CH2:18][CH2:17][CH:16]=1, predict the reactants needed to synthesize it. (2) Given the product [CH2:26]([C:23]1[CH:22]=[CH:21][C:20]([C:17]2[S:16][C:15]([C@:12]3([CH2:29][C:30]([O:32][C:33]([CH3:34])([CH3:36])[CH3:35])=[O:31])[S:11](=[O:38])(=[O:37])[CH2:10][CH2:9][NH:8][CH2:14][CH2:13]3)=[CH:19][CH:18]=2)=[CH:25][CH:24]=1)[CH2:27][CH3:28], predict the reactants needed to synthesize it. The reactants are: C(OC([N:8]1[CH2:14][CH2:13][C@:12]([CH2:29][C:30]([O:32][C:33]([CH3:36])([CH3:35])[CH3:34])=[O:31])([C:15]2[S:16][C:17]([C:20]3[CH:25]=[CH:24][C:23]([CH2:26][CH2:27][CH3:28])=[CH:22][CH:21]=3)=[CH:18][CH:19]=2)[S:11](=[O:38])(=[O:37])[CH2:10][CH2:9]1)=O)(C)(C)C.Cl.C(=O)(O)[O-].[Na+]. (3) Given the product [C:21]1([C:27]2[CH:28]=[CH:29][CH:30]=[CH:31][CH:32]=2)[CH:26]=[CH:25][C:24]([O:17][CH2:16][CH2:15][CH2:14][CH2:13][C:10]2[CH:9]=[CH:8][C:7]([CH2:6][C@H:5]([O:18][CH3:19])[C:4]([OH:3])=[O:20])=[CH:12][CH:11]=2)=[CH:23][CH:22]=1, predict the reactants needed to synthesize it. The reactants are: C([O:3][C:4](=[O:20])[C@@H:5]([O:18][CH3:19])[CH2:6][C:7]1[CH:12]=[CH:11][C:10]([CH2:13][CH2:14][CH2:15][CH2:16][OH:17])=[CH:9][CH:8]=1)C.[C:21]1([C:27]2[CH:32]=[CH:31][C:30](O)=[CH:29][CH:28]=2)[CH:26]=[CH:25][CH:24]=[CH:23][CH:22]=1. (4) The reactants are: Cl.[NH:2]([C:4]1[C:13]2[C:8](=[CH:9][CH:10]=[CH:11][CH:12]=2)[CH:7]=[N:6][N:5]=1)[NH2:3].[O:14]=[C:15]([CH2:19][CH2:20][C:21]([OH:23])=[O:22])[C:16](O)=[O:17]. Given the product [O:14]=[C:15]([CH2:19][CH2:20][C:21]([OH:23])=[O:22])[C:16](=[N:2][NH2:3])[OH:17].[NH:2]([C:4]1[C:13]2[C:8](=[CH:9][CH:10]=[CH:11][CH:12]=2)[CH:7]=[N:6][N:5]=1)[NH2:3], predict the reactants needed to synthesize it. (5) Given the product [C:24]([C:23]1[CH:22]=[C:21]([C:19]2[O:18][N:17]=[C:16]([CH2:14][O:13][S:2]([CH3:1])(=[O:4])=[O:3])[CH:20]=2)[CH:28]=[CH:27][CH:26]=1)#[N:25], predict the reactants needed to synthesize it. The reactants are: [CH3:1][S:2](Cl)(=[O:4])=[O:3].C(N(CC)CC)C.[OH:13][CH:14]([C:16]1[CH:20]=[C:19]([C:21]2[CH:22]=[C:23]([CH:26]=[CH:27][CH:28]=2)[C:24]#[N:25])[O:18][N:17]=1)C. (6) Given the product [Br:14][C:15]1[N:16]=[C:17]([O:22][CH3:23])[C:18]([NH:21][S:10]([CH2:9][C:4]2[CH:5]=[CH:6][C:7]([Cl:8])=[C:2]([Cl:1])[CH:3]=2)(=[O:12])=[O:11])=[N:19][CH:20]=1, predict the reactants needed to synthesize it. The reactants are: [Cl:1][C:2]1[CH:3]=[C:4]([CH2:9][S:10](Cl)(=[O:12])=[O:11])[CH:5]=[CH:6][C:7]=1[Cl:8].[Br:14][C:15]1[N:16]=[C:17]([O:22][CH3:23])[C:18]([NH2:21])=[N:19][CH:20]=1.N1C=CC=CC=1. (7) The reactants are: Cl.[CH2:2]([O:4][C:5](=[O:9])[CH2:6][CH2:7][NH2:8])[CH3:3].[CH2:10]([N:12](CC)CC)[CH3:11].CS[C:19](=[C:22]([C:25]#[N:26])[C:23]#[N:24])SC.C([OH:29])C. Given the product [CH2:2]([O:4][C:5]([CH2:6][CH2:7][NH:8][C:19](=[C:22]([C:25]#[N:26])[C:23]#[N:24])[NH:12][CH2:10][CH2:11][OH:29])=[O:9])[CH3:3], predict the reactants needed to synthesize it. (8) Given the product [F:92][C:88]1[CH:89]=[CH:90][CH:91]=[C:49]([F:48])[C:50]=1[C:51]([NH:53][C:54]1[CH:59]=[CH:58][CH:57]=[C:56]([C:60]2[N:61]=[CH:62][S:63][C:64]=2[C:65]2[CH:70]=[CH:69][N:68]=[C:67]([NH:71][C:72]3[CH:81]=[C:80]4[C:75]([CH2:76][CH2:77][NH:78][CH2:79]4)=[CH:74][CH:73]=3)[N:66]=2)[CH:55]=1)=[O:52], predict the reactants needed to synthesize it. The reactants are: ClC1N=C(C2SC=NC=2C2C=C(NC(=O)C3C(F)=CC=CC=3F)C=CC=2)C=CN=1.Cl.FC(F)(F)C(N1CCC2C(=CC(N)=CC=2)C1)=O.[F:48][C:49]1[CH:91]=[CH:90][CH:89]=[C:88]([F:92])[C:50]=1[C:51]([NH:53][C:54]1[CH:59]=[CH:58][CH:57]=[C:56]([C:60]2[N:61]=[CH:62][S:63][C:64]=2[C:65]2[CH:70]=[CH:69][N:68]=[C:67]([NH:71][C:72]3[CH:81]=[C:80]4[C:75]([CH2:76][CH2:77][N:78](C(=O)C(F)(F)F)[CH2:79]4)=[CH:74][CH:73]=3)[N:66]=2)[CH:55]=1)=[O:52].[Li+].[OH-].C(O)(C(F)(F)F)=O. (9) Given the product [C:6]([C:5]1[CH:8]=[CH:9][C:2]([CH2:13][C:14]([O:16][CH3:17])=[O:15])=[C:3]([CH3:11])[C:4]=1[F:10])#[N:7], predict the reactants needed to synthesize it. The reactants are: Br[C:2]1[CH:9]=[CH:8][C:5]([C:6]#[N:7])=[C:4]([F:10])[C:3]=1[CH3:11].C(OC)(=O)[CH2:13][C:14]([O:16][CH3:17])=[O:15].C(=O)([O-])[O-].[K+].[K+].C(=O)([O-])O.[K+].